From a dataset of Reaction yield outcomes from USPTO patents with 853,638 reactions. Predict the reaction yield, written as a fraction of the theoretical maximum amount of product (1.0 means a 100% yield; for example, 0.34 means a 34% yield). (1) The reactants are [Si:1]([O:8][C:9]1[CH:10]=[C:11]([C:15]2([CH2:32][CH2:33][CH2:34][NH:35][C:36](=[O:42])[O:37][C:38]([CH3:41])([CH3:40])[CH3:39])[N:19]([C:20]([NH:22][NH2:23])=[S:21])[N:18]=[C:17]([C:24]3[CH:29]=[C:28]([F:30])[CH:27]=[CH:26][C:25]=3[F:31])[S:16]2)[CH:12]=[CH:13][CH:14]=1)([C:4]([CH3:7])([CH3:6])[CH3:5])([CH3:3])[CH3:2].CO[C:45](OC)(OC)[CH3:46]. The catalyst is CC1C=CC(S(O)(=O)=O)=CC=1. The product is [Si:1]([O:8][C:9]1[CH:10]=[C:11]([C:15]2([CH2:32][CH2:33][CH2:34][NH:35][C:36](=[O:42])[O:37][C:38]([CH3:41])([CH3:40])[CH3:39])[N:19]([C:20]3[S:21][C:45]([CH3:46])=[N:23][N:22]=3)[N:18]=[C:17]([C:24]3[CH:29]=[C:28]([F:30])[CH:27]=[CH:26][C:25]=3[F:31])[S:16]2)[CH:12]=[CH:13][CH:14]=1)([C:4]([CH3:6])([CH3:7])[CH3:5])([CH3:3])[CH3:2]. The yield is 0.720. (2) The reactants are [CH3:1][O:2][C:3](=[O:15])[C:4]1[CH:9]=[C:8]([OH:10])[C:7]([CH3:11])=[N:6][C:5]=1[CH:12]1[CH2:14][CH2:13]1.Br[CH2:17][C:18]1[CH:23]=[CH:22][CH:21]=[C:20]([C:24]#[N:25])[CH:19]=1. No catalyst specified. The product is [CH3:1][O:2][C:3](=[O:15])[C:4]1[CH:9]=[C:8]([O:10][CH2:17][C:18]2[CH:23]=[CH:22][CH:21]=[C:20]([C:24]#[N:25])[CH:19]=2)[C:7]([CH3:11])=[N:6][C:5]=1[CH:12]1[CH2:13][CH2:14]1. The yield is 0.720. (3) The reactants are [CH2:1]([O:8][N:9]1[C:12]2([CH:17]=[CH:16][C:15]([OH:20])(CO)[CH:14]([O:21][Si:22]([C:25]([CH3:28])([CH3:27])[CH3:26])([CH3:24])[CH3:23])[CH:13]2[O:29][Si:30]([CH3:33])([CH3:32])[CH3:31])[CH2:11][C:10]1=[O:34])[C:2]1[CH:7]=[CH:6][CH:5]=[CH:4][CH:3]=1.N1C=CN=C1.[Si:40](Cl)([C:43]([CH3:46])([CH3:45])[CH3:44])([CH3:42])[CH3:41].CN(C=[O:52])C. No catalyst specified. The product is [CH2:1]([O:8][N:9]1[C:12]2([CH:17]=[CH:16][C:15]([O:52][Si:40]([C:43]([CH3:46])([CH3:45])[CH3:44])([CH3:42])[CH3:41])([OH:20])[CH:14]([O:21][Si:22]([C:25]([CH3:26])([CH3:27])[CH3:28])([CH3:23])[CH3:24])[CH:13]2[O:29][Si:30]([CH3:33])([CH3:32])[CH3:31])[CH2:11][C:10]1=[O:34])[C:2]1[CH:7]=[CH:6][CH:5]=[CH:4][CH:3]=1. The yield is 0.820. (4) The reactants are [O:1]1[C:5]2[CH:6]=[CH:7][C:8]([C:10]3[N:14]([C:15]4[CH:20]=[CH:19][C:18]([C:21]#[N:22])=[CH:17][C:16]=4[CH3:23])[C:13]([CH2:24][CH2:25][C:26]([O:28]CC)=[O:27])=[CH:12][CH:11]=3)=[CH:9][C:4]=2[O:3][CH2:2]1.C(=O)([O-])[O-:32].[K+].[K+].OO.O. The catalyst is CS(C)=O. The product is [O:1]1[C:5]2[CH:6]=[CH:7][C:8]([C:10]3[N:14]([C:15]4[CH:20]=[CH:19][C:18]([C:21](=[O:32])[NH2:22])=[CH:17][C:16]=4[CH3:23])[C:13]([CH2:24][CH2:25][C:26]([OH:28])=[O:27])=[CH:12][CH:11]=3)=[CH:9][C:4]=2[O:3][CH2:2]1. The yield is 0.810. (5) The reactants are [C:9](O[C:9]([O:11][C:12]([CH3:15])([CH3:14])[CH3:13])=[O:10])([O:11][C:12]([CH3:15])([CH3:14])[CH3:13])=[O:10].[NH:16]1[CH2:21][CH2:20][NH:19][CH2:18][CH2:17]1. The catalyst is ClCCl. The product is [C:12]([O:11][C:9]([N:16]1[CH2:21][CH2:20][NH:19][CH2:18][CH2:17]1)=[O:10])([CH3:13])([CH3:14])[CH3:15]. The yield is 0.439. (6) The reactants are Cl.[O:2]=[C:3]1[NH:12][C:11]2[N:10]=[CH:9][C:8](/[CH:13]=[CH:14]/[C:15]([OH:17])=O)=[CH:7][C:6]=2[CH2:5][CH2:4]1.[CH:18]1[CH:19]=CC2N(O)N=[N:24][C:22]=2[CH:23]=1.CCN(C(C)C)C(C)C.N1CCCC1.CCN=C=NCCCN(C)C. The catalyst is CN(C=O)C. The product is [O:17]=[C:15]([N:24]1[CH2:19][CH2:18][CH2:23][CH2:22]1)/[CH:14]=[CH:13]/[C:8]1[CH:7]=[C:6]2[C:11](=[N:10][CH:9]=1)[NH:12][C:3](=[O:2])[CH2:4][CH2:5]2. The yield is 0.620. (7) The reactants are [Cl:1][C:2]1[C:11]([Cl:12])=[CH:10][C:5]2[NH:6][C:7](=O)[NH:8][C:4]=2[CH:3]=1.[OH-].[Na+].O=P(Cl)(Cl)[Cl:17]. No catalyst specified. The product is [Cl:17][C:7]1[NH:6][C:5]2[CH:10]=[C:11]([Cl:12])[C:2]([Cl:1])=[CH:3][C:4]=2[N:8]=1. The yield is 0.900. (8) The reactants are [C:1]([Br:5])(Br)(Br)Br.[P:6]([O:14][C:15]1[CH:20]=[CH:19][C:18](CO)=[CH:17][CH:16]=1)([O:11][CH2:12][CH3:13])([O:8][CH2:9][CH3:10])=[O:7].C1(P(C2C=CC=CC=2)C2C=CC=CC=2)C=CC=CC=1. The catalyst is C(Cl)Cl. The product is [P:6]([O:14][C:15]1[CH:20]=[CH:19][C:18]([CH2:1][Br:5])=[CH:17][CH:16]=1)([O:11][CH2:12][CH3:13])([O:8][CH2:9][CH3:10])=[O:7]. The yield is 0.920. (9) The reactants are F[C:2]1[N:9]=[CH:8][CH:7]=[C:6]([I:10])[C:3]=1[CH:4]=O.[NH2:11][NH2:12]. The catalyst is O1CCCC1. The product is [I:10][C:6]1[CH:7]=[CH:8][N:9]=[C:2]2[NH:11][N:12]=[CH:4][C:3]=12. The yield is 0.920.